From a dataset of Forward reaction prediction with 1.9M reactions from USPTO patents (1976-2016). Predict the product of the given reaction. (1) Given the reactants [F:1][C:2]1[CH:9]=[C:8]([F:10])[CH:7]=[CH:6][C:3]=1[CH:4]=O.[N:11]1([C:17]([O:19][C:20]([CH3:23])([CH3:22])[CH3:21])=[O:18])[CH2:16][CH2:15][NH:14][CH2:13][CH2:12]1.O, predict the reaction product. The product is: [F:1][C:2]1[CH:9]=[C:8]([F:10])[CH:7]=[CH:6][C:3]=1[CH2:4][N:14]1[CH2:13][CH2:12][N:11]([C:17]([O:19][C:20]([CH3:23])([CH3:22])[CH3:21])=[O:18])[CH2:16][CH2:15]1. (2) Given the reactants C[O-].[Na+].[NH2:4][C:5]([NH2:7])=[O:6].[Cl:8][C:9]1[CH:14]=[CH:13][C:12]([C:15](=[CH:24]N(C)C)[C:16]([C:18]2[CH:23]=[CH:22][N:21]=[CH:20][CH:19]=2)=O)=[CH:11][CH:10]=1, predict the reaction product. The product is: [Cl:8][C:9]1[CH:14]=[CH:13][C:12]([C:15]2[C:16]([C:18]3[CH:19]=[CH:20][N:21]=[CH:22][CH:23]=3)=[N:4][C:5](=[O:6])[NH:7][CH:24]=2)=[CH:11][CH:10]=1. (3) Given the reactants [Cl:1][C:2]1[CH:19]=[CH:18][C:5]([C:6]([C:8]2[N:12]([CH2:13][CH3:14])[C:11]([CH2:15][C:16]#N)=[CH:10][CH:9]=2)=[O:7])=[CH:4][CH:3]=1.[OH-:20].[Na+].C(O)C.[OH2:25], predict the reaction product. The product is: [Cl:1][C:2]1[CH:19]=[CH:18][C:5]([C:6]([C:8]2[N:12]([CH2:13][CH3:14])[C:11]([CH2:15][C:16]([OH:25])=[O:20])=[CH:10][CH:9]=2)=[O:7])=[CH:4][CH:3]=1. (4) Given the reactants Cl[C:2]1[C:3]2[C:4](=[CH:13][N:14](CC3C=CC(OC)=CC=3)[N:15]=2)[N:5]=[C:6]([C:8]2[NH:9][CH:10]=[CH:11][N:12]=2)[N:7]=1.[CH3:25][N:26]1[CH2:31][CH2:30][N:29]([C:32]2[CH:38]=[CH:37][C:35]([NH2:36])=[CH:34][CH:33]=2)[CH2:28][CH2:27]1.Cl, predict the reaction product. The product is: [NH:9]1[CH:10]=[CH:11][N:12]=[C:8]1[C:6]1[N:7]=[C:2]([NH:36][C:35]2[CH:34]=[CH:33][C:32]([N:29]3[CH2:28][CH2:27][N:26]([CH3:25])[CH2:31][CH2:30]3)=[CH:38][CH:37]=2)[C:3]2[NH:15][N:14]=[CH:13][C:4]=2[N:5]=1. (5) Given the reactants Cl[CH2:2][C:3]1[CH:22]=[CH:21][C:6]([O:7][CH2:8][C:9]2[N:10]=[C:11]([C:15]3[CH:20]=[CH:19][CH:18]=[CH:17][CH:16]=3)[O:12][C:13]=2[CH3:14])=[CH:5][CH:4]=1.[OH:23][C:24]1[CH:29]=[CH:28][CH:27]=[CH:26][C:25]=1[CH2:30][CH2:31][C:32]([O:34][CH3:35])=[O:33].C(=O)([O-])[O-].[K+].[K+].CN(C)C=O, predict the reaction product. The product is: [CH3:14][C:13]1[O:12][C:11]([C:15]2[CH:20]=[CH:19][CH:18]=[CH:17][CH:16]=2)=[N:10][C:9]=1[CH2:8][O:7][C:6]1[CH:21]=[CH:22][C:3]([CH2:2][O:23][C:24]2[CH:29]=[CH:28][CH:27]=[CH:26][C:25]=2[CH2:30][CH2:31][C:32]([O:34][CH3:35])=[O:33])=[CH:4][CH:5]=1. (6) Given the reactants [NH2:1][C:2]1[CH:7]=[CH:6][CH:5]=[C:4]([F:8])[C:3]=1[NH2:9].[C:10](N1C=CN=C1)(N1C=CN=C1)=[O:11], predict the reaction product. The product is: [F:8][C:4]1[C:3]2[NH:9][C:10](=[O:11])[NH:1][C:2]=2[CH:7]=[CH:6][CH:5]=1.